Dataset: Full USPTO retrosynthesis dataset with 1.9M reactions from patents (1976-2016). Task: Predict the reactants needed to synthesize the given product. (1) The reactants are: [F:1][C:2]1[CH:6]=[N:5][N:4]([CH3:7])[C:3]=1[C:8]1[CH:9]=[C:10]([NH2:16])[CH:11]=[CH:12][C:13]=1[O:14][CH3:15].[F:17][C:18]1[CH:19]=[C:20]([N:24]=[C:25]=[O:26])[CH:21]=[CH:22][CH:23]=1. Given the product [F:1][C:2]1[CH:6]=[N:5][N:4]([CH3:7])[C:3]=1[C:8]1[CH:9]=[C:10]([NH:16][C:25]([NH:24][C:20]2[CH:21]=[CH:22][CH:23]=[C:18]([F:17])[CH:19]=2)=[O:26])[CH:11]=[CH:12][C:13]=1[O:14][CH3:15], predict the reactants needed to synthesize it. (2) Given the product [C:20]1([C:14]2[CH:15]=[C:9]3[C:8]4[CH:4]([CH2:3][CH2:2][NH2:1])[CH2:5][CH2:6][C:7]=4[CH:12]=[CH:11][N:10]3[N:13]=2)[CH:21]=[CH:22][CH:23]=[CH:24][CH:25]=1, predict the reactants needed to synthesize it. The reactants are: [NH2:1][CH2:2][CH2:3][CH:4]1[C:8]2[C:9]3[N:10]([N:13]=[C:14]([C:20]4[CH:25]=[CH:24][CH:23]=[CH:22][CH:21]=4)[C:15]=3C(OC)=O)[CH:11]=[CH:12][C:7]=2[CH2:6][CH2:5]1. (3) The reactants are: C[O:2][C:3]([C@@H:5]1[CH2:16][C@:8]2([C:13]([CH3:15])([CH3:14])[C:9]32[CH2:12][CH2:11][CH2:10]3)[CH2:7][N:6]1[C:17](=[O:45])[C@@H:18]([NH:23][C:24](=[O:44])[C@H:25]([CH:38]1[CH2:43][CH2:42][CH2:41][CH2:40][CH2:39]1)[NH:26][C:27]([C@@H:29]1[CH2:34][CH2:33][CH2:32][CH2:31][N:30]1[CH:35]([CH3:37])[CH3:36])=[O:28])[C:19]([CH3:22])([CH3:21])[CH3:20])=[O:4]. Given the product [CH:38]1([C@H:25]([NH:26][C:27]([C@@H:29]2[CH2:34][CH2:33][CH2:32][CH2:31][N:30]2[CH:35]([CH3:37])[CH3:36])=[O:28])[C:24]([NH:23][C@@H:18]([C:19]([CH3:20])([CH3:21])[CH3:22])[C:17]([N:6]2[C@H:5]([C:3]([OH:4])=[O:2])[CH2:16][C@:8]3([C:13]([CH3:14])([CH3:15])[C:9]43[CH2:12][CH2:11][CH2:10]4)[CH2:7]2)=[O:45])=[O:44])[CH2:39][CH2:40][CH2:41][CH2:42][CH2:43]1, predict the reactants needed to synthesize it. (4) Given the product [F:33][C:31]([F:34])([F:32])[C:29]1[CH:28]=[C:5]([CH:4]=[C:3]([C:2]([F:36])([F:35])[F:1])[CH:30]=1)[C:6]([N:8]1[CH2:13][CH2:12][N:11]([CH2:14][C:15]([N:37]2[CH2:42][CH2:41][S:40][CH2:39][CH2:38]2)=[O:16])[CH2:10][C@H:9]1[CH2:18][C:19]1[C:27]2[C:22](=[CH:23][CH:24]=[CH:25][CH:26]=2)[NH:21][CH:20]=1)=[O:7], predict the reactants needed to synthesize it. The reactants are: [F:1][C:2]([F:36])([F:35])[C:3]1[CH:4]=[C:5]([CH:28]=[C:29]([C:31]([F:34])([F:33])[F:32])[CH:30]=1)[C:6]([N:8]1[CH2:13][CH2:12][N:11]([CH2:14][C:15](O)=[O:16])[CH2:10][C@H:9]1[CH2:18][C:19]1[C:27]2[C:22](=[CH:23][CH:24]=[CH:25][CH:26]=2)[NH:21][CH:20]=1)=[O:7].[NH:37]1[CH2:42][CH2:41][S:40][CH2:39][CH2:38]1.Cl.CN(C)CCCN=C=NCC.ON1C2C=CC=CC=2N=N1.C(=O)(O)[O-].[Na+]. (5) Given the product [CH3:14][CH:12]([S:9]([NH:8][CH:3]1[CH2:4][CH2:5][CH2:6][CH2:7][C:2]1=[O:1])(=[O:11])=[O:10])[CH3:13], predict the reactants needed to synthesize it. The reactants are: [OH:1][CH:2]1[CH2:7][CH2:6][CH2:5][CH2:4][CH:3]1[NH:8][S:9]([CH:12]([CH3:14])[CH3:13])(=[O:11])=[O:10].C(N(CC)CC)C.O.